Dataset: Forward reaction prediction with 1.9M reactions from USPTO patents (1976-2016). Task: Predict the product of the given reaction. (1) Given the reactants C(NC(C)C)(C)C.C([Li])CCC.CCCCCC.[Br:19][C:20]1[CH:21]=[CH:22][C:23]([F:26])=[N:24][CH:25]=1.[CH3:27][O:28][C:29]1[CH:40]=[CH:39][CH:38]=[CH:37][C:30]=1[C:31](N(OC)C)=[O:32], predict the reaction product. The product is: [Br:19][C:20]1[CH:21]=[C:22]([C:31]([C:30]2[CH:37]=[CH:38][CH:39]=[CH:40][C:29]=2[O:28][CH3:27])=[O:32])[C:23]([F:26])=[N:24][CH:25]=1. (2) Given the reactants [C:1]1([C:7]2[N:8]=[C:9]([SH:13])[N:10]=[N:11][CH:12]=2)[CH:6]=[CH:5][CH:4]=[CH:3][CH:2]=1.[CH2:14](Br)[CH:15]=[CH2:16], predict the reaction product. The product is: [CH2:16]([S:13][C:9]1[N:10]=[N:11][CH:12]=[C:7]([C:1]2[CH:2]=[CH:3][CH:4]=[CH:5][CH:6]=2)[N:8]=1)[CH:15]=[CH2:14]. (3) Given the reactants [NH2:1][C:2]1[C:7]([C:8]([C:10]2[CH:15]=[C:14]([F:16])[CH:13]=[CH:12][C:11]=2[O:17][CH3:18])=[O:9])=[CH:6][N:5]=[C:4]([NH:19][CH:20]2[CH2:25][CH2:24][NH:23][CH2:22][CH2:21]2)[N:3]=1.FC(F)(F)C(O)=O.C(N(CC)CC)C.[CH3:40][N:41]([CH3:51])[C:42]1[CH:47]=[CH:46][C:45]([N:48]=[C:49]=[O:50])=[CH:44][CH:43]=1, predict the reaction product. The product is: [CH3:40][N:41]([CH3:51])[C:42]1[CH:47]=[CH:46][C:45]([NH:48][C:49]([N:23]2[CH2:22][CH2:21][CH:20]([NH:19][C:4]3[N:3]=[C:2]([NH2:1])[C:7]([C:8](=[O:9])[C:10]4[CH:15]=[C:14]([F:16])[CH:13]=[CH:12][C:11]=4[O:17][CH3:18])=[CH:6][N:5]=3)[CH2:25][CH2:24]2)=[O:50])=[CH:44][CH:43]=1. (4) The product is: [Br:13][C:14]1[CH:21]=[CH:20][C:17]([CH2:18][NH:1][C:2]2[C:7]([N+:8]([O-:10])=[O:9])=[CH:6][CH:5]=[CH:4][N:3]=2)=[CH:16][CH:15]=1. Given the reactants [NH2:1][C:2]1[C:7]([N+:8]([O-:10])=[O:9])=[CH:6][CH:5]=[CH:4][N:3]=1.[H-].[Na+].[Br:13][C:14]1[CH:21]=[CH:20][C:17]([CH2:18]Br)=[CH:16][CH:15]=1, predict the reaction product. (5) The product is: [CH:26]([O:25][C:22]1[CH:23]=[CH:24][C:19]([CH:18]=[O:30])=[CH:20][C:21]=1[CH3:29])([CH3:28])[CH3:27]. Given the reactants C(NC(C1OC2(CCN([C:18](=[O:30])[C:19]3[CH:24]=[CH:23][C:22]([O:25][CH:26]([CH3:28])[CH3:27])=[C:21]([CH3:29])[CH:20]=3)CC2)CN(CC2C=CC=CC=2)C1)=O)C(C)=O, predict the reaction product. (6) Given the reactants [CH3:1][C:2]([SH:5])([CH3:4])[CH3:3].[H-].[Na+].F[C:9]1[CH:14]=[CH:13][CH:12]=[CH:11][C:10]=1[C:15]1[N:27]([CH3:28])[C:18]2=[N:19][CH:20]=[C:21]([C:23]([F:26])([F:25])[F:24])[CH:22]=[C:17]2[N:16]=1.C(=O)([O-])O.[Na+], predict the reaction product. The product is: [C:2]([S:5][C:9]1[CH:14]=[CH:13][CH:12]=[CH:11][C:10]=1[C:15]1[N:27]([CH3:28])[C:18]2=[N:19][CH:20]=[C:21]([C:23]([F:26])([F:24])[F:25])[CH:22]=[C:17]2[N:16]=1)([CH3:4])([CH3:3])[CH3:1]. (7) Given the reactants [N:1]([C:4]1[C:9]([C:10](=[O:44])[CH2:11][N:12]([CH2:35][C:36]2[CH:41]=[C:40]([F:42])[CH:39]=[C:38]([F:43])[CH:37]=2)[C:13]([C:15]2[CH:16]=[N:17][N:18]([C@H:24]3[CH2:29][CH2:28][C@H:27]([C:30]([O:32][CH2:33][CH3:34])=[O:31])[CH2:26][CH2:25]3)[C:19]=2[C:20]([F:23])([F:22])[F:21])=[O:14])=[C:8]([Cl:45])[CH:7]=[CH:6][N:5]=1)=[N+]=[N-].P(C)(C)C.O, predict the reaction product. The product is: [NH2:1][C:4]1[C:9]([C:10](=[O:44])[CH2:11][N:12]([CH2:35][C:36]2[CH:41]=[C:40]([F:42])[CH:39]=[C:38]([F:43])[CH:37]=2)[C:13]([C:15]2[CH:16]=[N:17][N:18]([C@H:24]3[CH2:29][CH2:28][C@H:27]([C:30]([O:32][CH2:33][CH3:34])=[O:31])[CH2:26][CH2:25]3)[C:19]=2[C:20]([F:23])([F:22])[F:21])=[O:14])=[C:8]([Cl:45])[CH:7]=[CH:6][N:5]=1. (8) Given the reactants [CH3:1][C:2]1[C:7]([CH2:8][O:9][C:10]2[CH:15]=[CH:14][C:13]([CH2:16][C:17]([OH:19])=O)=[CH:12][CH:11]=2)=[C:6]([CH3:20])[CH:5]=[CH:4][N:3]=1.[Cl:21][C:22]1[CH:27]=[CH:26][C:25]([CH:28]([C:30]2[CH:35]=[CH:34][CH:33]=[CH:32][CH:31]=2)[NH2:29])=[C:24]([CH3:36])[CH:23]=1, predict the reaction product. The product is: [Cl:21][C:22]1[CH:27]=[CH:26][C:25]([CH:28]([C:30]2[CH:31]=[CH:32][CH:33]=[CH:34][CH:35]=2)[NH:29][C:17](=[O:19])[CH2:16][C:13]2[CH:12]=[CH:11][C:10]([O:9][CH2:8][C:7]3[C:2]([CH3:1])=[N:3][CH:4]=[CH:5][C:6]=3[CH3:20])=[CH:15][CH:14]=2)=[C:24]([CH3:36])[CH:23]=1. (9) The product is: [CH2:1]([O:3][C:4]([C:5]1[CH:6]=[C:7]([C:9]2[CH:14]=[CH:13][CH:12]=[CH:11][C:10]=2[O:15][CH2:16][C:17]2[CH:22]=[CH:21][CH:20]=[CH:19][CH:18]=2)[O:8][N:26]=1)=[O:24])[CH3:2]. Given the reactants [CH2:1]([O:3][C:4](=[O:24])[C:5](=O)[CH2:6][C:7]([C:9]1[CH:14]=[CH:13][CH:12]=[CH:11][C:10]=1[O:15][CH2:16][C:17]1[CH:22]=[CH:21][CH:20]=[CH:19][CH:18]=1)=[O:8])[CH3:2].Cl.[NH2:26]O, predict the reaction product. (10) Given the reactants [CH2:1]([N+:3]1[CH2:12][CH2:11][C:10]2[C:5](=[CH:6][C:7]([O:15][CH3:16])=[C:8]([NH:13][CH3:14])[CH:9]=2)[C:4]=1[CH2:17][CH2:18][CH2:19][CH2:20][CH2:21][CH2:22][CH2:23][CH2:24][CH2:25][CH2:26][CH3:27])[CH3:2].[C:28]([C:32]1[CH:37]=CC(C[Br:39])=[CH:34][CH:33]=1)([CH3:31])([CH3:30])[CH3:29], predict the reaction product. The product is: [Br-:39].[C:28]([C:32]1[CH:33]=[CH:34][C:1]([N+:3]2[CH2:12][CH2:11][C:10]3[C:5](=[CH:6][C:7]([O:15][CH3:16])=[C:8]([NH:13][CH3:14])[CH:9]=3)[C:4]=2[CH2:17][CH2:18][CH2:19][CH2:20][CH2:21][CH2:22][CH2:23][CH2:24][CH2:25][CH2:26][CH3:27])=[CH:2][CH:37]=1)([CH3:31])([CH3:30])[CH3:29].